Dataset: Catalyst prediction with 721,799 reactions and 888 catalyst types from USPTO. Task: Predict which catalyst facilitates the given reaction. (1) Reactant: [CH:1]1([C:4]2[N:5]=[CH:6][C:7]([O:10][C@H:11]3[CH2:40][N:14]4[CH2:15][CH2:16][N:17]([C:19](=[O:39])[CH:20]([NH:31][C:32](=[O:38])[O:33][C:34](C)(C)C)[C:21]5[CH:26]=[CH:25][CH:24]=[C:23]([C:27]([F:30])([F:29])[F:28])[CH:22]=5)[CH2:18][C@@H:13]4[CH2:12]3)=[N:8][CH:9]=2)[CH2:3][CH2:2]1.ClC(OC)=O.C(N(CC)CC)C. Product: [CH:1]1([C:4]2[N:5]=[CH:6][C:7]([O:10][C@H:11]3[CH2:40][N:14]4[CH2:15][CH2:16][N:17]([C:19](=[O:39])[CH:20]([NH:31][C:32](=[O:38])[O:33][CH3:34])[C:21]5[CH:26]=[CH:25][CH:24]=[C:23]([C:27]([F:30])([F:28])[F:29])[CH:22]=5)[CH2:18][C@@H:13]4[CH2:12]3)=[N:8][CH:9]=2)[CH2:2][CH2:3]1. The catalyst class is: 393. (2) Reactant: [CH:1]1[C:10]2[C:5](=[CH:6][CH:7]=[CH:8][CH:9]=2)[CH:4]=[C:3]([NH:11][C:12](=[O:41])[O:13][CH2:14][C@@H:15]([N:27]([CH3:40])[C:28]([NH:30][CH2:31][C:32]2[CH:37]=[CH:36][CH:35]=[C:34]([F:38])[C:33]=2[F:39])=[O:29])[CH2:16][CH2:17][CH2:18][CH2:19][O:20][P:21]([O:25]C)([O:23]C)=[O:22])[N:2]=1.[Si](I)(C)(C)C. Product: [CH:1]1[C:10]2[C:5](=[CH:6][CH:7]=[CH:8][CH:9]=2)[CH:4]=[C:3]([NH:11][C:12](=[O:41])[O:13][CH2:14][C@@H:15]([N:27]([CH3:40])[C:28]([NH:30][CH2:31][C:32]2[CH:37]=[CH:36][CH:35]=[C:34]([F:38])[C:33]=2[F:39])=[O:29])[CH2:16][CH2:17][CH2:18][CH2:19][O:20][P:21]([OH:25])([OH:23])=[O:22])[N:2]=1. The catalyst class is: 10. (3) Reactant: C(O)(C)C.[NH2:5][C:6]1[N:11]=[C:10](Cl)[C:9]([NH:13][CH:14]=[O:15])=[C:8]([Cl:16])[N:7]=1.Cl.[CH3:18][C:19]1[CH:20]=[C:21]([CH2:28][NH2:29])[CH:22]=[CH:23][C:24]=1[N+:25]([O-:27])=[O:26].C(N(CC)CC)C. Product: [NH2:5][C:6]1[N:7]=[C:8]([Cl:16])[C:9]([NH:13][CH:14]=[O:15])=[C:10]([NH:29][CH2:28][C:21]2[CH:22]=[CH:23][C:24]([N+:25]([O-:27])=[O:26])=[C:19]([CH3:18])[CH:20]=2)[N:11]=1. The catalyst class is: 6. (4) Reactant: C([O:8][N:9]([CH2:22][CH3:23])[C:10]([NH:12][C:13]([C:16]1[CH:21]=[CH:20][CH:19]=[CH:18][N:17]=1)([CH3:15])[CH3:14])=[O:11])C1C=CC=CC=1.[H][H]. Product: [CH2:22]([N:9]([OH:8])[C:10]([NH:12][C:13]([C:16]1[CH:21]=[CH:20][CH:19]=[CH:18][N:17]=1)([CH3:15])[CH3:14])=[O:11])[CH3:23]. The catalyst class is: 129. (5) Reactant: [NH:1]1[CH2:11][CH2:10][CH2:9][CH:3]([C:4]([O:6][CH2:7][CH3:8])=[O:5])[CH2:2]1.C([O-])([O-])=O.[K+].[K+].CN(C=O)C.[CH3:23][O:24][C:25]1[CH:32]=[CH:31][C:28]([CH2:29]Cl)=[CH:27][CH:26]=1. Product: [CH2:7]([O:6][C:4]([CH:3]1[CH2:9][CH2:10][CH2:11][N:1]([CH2:29][C:28]2[CH:31]=[CH:32][C:25]([O:24][CH3:23])=[CH:26][CH:27]=2)[CH2:2]1)=[O:5])[CH3:8]. The catalyst class is: 13. (6) Reactant: [CH3:1][NH2:2].[F:3][C:4]1[CH:5]=[CH:6][C:7]2[C:8]3[C:17]([C:18]([O:20]CC)=O)=[N:16][N:15]([C:23]4[CH:24]=[N:25][CH:26]=[CH:27][CH:28]=4)[C:14](=[O:29])[C:9]=3[N:10]([CH3:13])[C:11]=2[CH:12]=1. Product: [F:3][C:4]1[CH:5]=[CH:6][C:7]2[C:8]3[C:17]([C:18]([NH:2][CH3:1])=[O:20])=[N:16][N:15]([C:23]4[CH:24]=[N:25][CH:26]=[CH:27][CH:28]=4)[C:14](=[O:29])[C:9]=3[N:10]([CH3:13])[C:11]=2[CH:12]=1. The catalyst class is: 98. (7) Reactant: [Cl:1][C:2]1[CH:3]=[C:4]2[C:8](=[CH:9][CH:10]=1)[NH:7][CH:6]=[C:5]2[CH2:11][CH2:12][NH:13][C:14](=[O:23])[C:15]1[CH:20]=[CH:19][CH:18]=[C:17]([CH2:21]Cl)[CH:16]=1.[F:24][C:25]1[CH:30]=[CH:29][C:28](B(O)O)=[CH:27][CH:26]=1.C(=O)([O-])[O-].[Na+].[Na+].[I-].[Na+]. Product: [Cl:1][C:2]1[CH:3]=[C:4]2[C:8](=[CH:9][CH:10]=1)[NH:7][CH:6]=[C:5]2[CH2:11][CH2:12][NH:13][C:14](=[O:23])[C:15]1[CH:20]=[CH:19][CH:18]=[C:17]([CH2:21][C:28]2[CH:29]=[CH:30][C:25]([F:24])=[CH:26][CH:27]=2)[CH:16]=1. The catalyst class is: 437.